Dataset: Catalyst prediction with 721,799 reactions and 888 catalyst types from USPTO. Task: Predict which catalyst facilitates the given reaction. (1) Reactant: [F:1][CH2:2][O:3][C:4]1[CH:40]=[CH:39][C:7]2[CH2:8][CH2:9][CH2:10][CH:11]([N:13]([CH2:21][C@H:22]([O:31][Si](CC)(CC)CC)[CH2:23][O:24][C:25]3[CH:30]=[CH:29][CH:28]=[CH:27][CH:26]=3)[C:14]([O:16][C:17]([CH3:20])([CH3:19])[CH3:18])=[O:15])[CH2:12][C:6]=2[CH:5]=1.[F-].C([N+](CCCC)(CCCC)CCCC)CCC.O. Product: [F:1][CH2:2][O:3][C:4]1[CH:40]=[CH:39][C:7]2[CH2:8][CH2:9][CH2:10][CH:11]([N:13]([CH2:21][C@H:22]([OH:31])[CH2:23][O:24][C:25]3[CH:30]=[CH:29][CH:28]=[CH:27][CH:26]=3)[C:14]([O:16][C:17]([CH3:19])([CH3:20])[CH3:18])=[O:15])[CH2:12][C:6]=2[CH:5]=1. The catalyst class is: 7. (2) Reactant: C([O:3][C:4]([C:6]1[N:7]([CH3:14])[N:8]=[C:9]([CH2:12][CH3:13])[C:10]=1[Cl:11])=O)C.[H-].[Al+3].[Li+].[H-].[H-].[H-].O. Product: [Cl:11][C:10]1[C:9]([CH2:12][CH3:13])=[N:8][N:7]([CH3:14])[C:6]=1[CH2:4][OH:3]. The catalyst class is: 27.